Dataset: Reaction yield outcomes from USPTO patents with 853,638 reactions. Task: Predict the reaction yield, written as a fraction of the theoretical maximum amount of product (1.0 means a 100% yield; for example, 0.34 means a 34% yield). (1) The reactants are [N:1]([C@H:4]1[C@@H:8]([O:9][C:10]([C:25]2[CH:30]=[CH:29][C:28]([O:31][CH3:32])=[CH:27][CH:26]=2)([C:17]2[CH:22]=[CH:21][C:20]([O:23][CH3:24])=[CH:19][CH:18]=2)[C:11]2[CH:16]=[CH:15][CH:14]=[CH:13][CH:12]=2)[CH2:7][N:6]([C:33]([O:35][C:36]([CH3:39])([CH3:38])[CH3:37])=[O:34])[CH2:5]1)=[N+]=[N-].C1(P(C2C=CC=CC=2)C2C=CC=CC=2)C=CC=CC=1.N[C@H]1[C@@H](OC(C2C=CC(OC)=CC=2)(C2C=CC(OC)=CC=2)C2C=CC=CC=2)CN(C(OC(C)(C)C)=O)C1.C(=O)([O-])[O-].[Na+].[Na+].Cl[C:103]([O:105][CH2:106][C:107]1[CH:112]=[CH:111][CH:110]=[CH:109][CH:108]=1)=[O:104]. The catalyst is C1COCC1.O1CCOCC1.O. The product is [CH2:106]([O:105][C:103]([NH:1][C@H:4]1[C@@H:8]([O:9][C:10]([C:25]2[CH:30]=[CH:29][C:28]([O:31][CH3:32])=[CH:27][CH:26]=2)([C:17]2[CH:22]=[CH:21][C:20]([O:23][CH3:24])=[CH:19][CH:18]=2)[C:11]2[CH:16]=[CH:15][CH:14]=[CH:13][CH:12]=2)[CH2:7][N:6]([C:33]([O:35][C:36]([CH3:39])([CH3:38])[CH3:37])=[O:34])[CH2:5]1)=[O:104])[C:107]1[CH:112]=[CH:111][CH:110]=[CH:109][CH:108]=1. The yield is 0.600. (2) The reactants are Br[C:2]1[CH:3]=[C:4]2[C:9](=[CH:10][CH:11]=1)[N:8]([C:12]([O:14][C:15]([CH3:18])([CH3:17])[CH3:16])=[O:13])[C:7]([CH3:20])([CH3:19])[CH:6]=[C:5]2[CH3:21].C([Li])(C)(C)C.CCCCCCC.CN(C)[CH:36]=[O:37].[Cl-].[NH4+]. The catalyst is O1CCCC1. The product is [CH:36]([C:2]1[CH:3]=[C:4]2[C:9](=[CH:10][CH:11]=1)[N:8]([C:12]([O:14][C:15]([CH3:18])([CH3:17])[CH3:16])=[O:13])[C:7]([CH3:20])([CH3:19])[CH:6]=[C:5]2[CH3:21])=[O:37]. The yield is 0.920. (3) The reactants are Cl.[NH:2]([C:4]1[CH:9]=[CH:8][N:7]=[CH:6][CH:5]=1)[NH2:3].C(O[CH:13]=[C:14]([C:17]#[N:18])[C:15]#[N:16])C.C(N(CC)CC)C. The catalyst is C(O)C. The product is [NH2:18][C:17]1[N:2]([C:4]2[CH:9]=[CH:8][N:7]=[CH:6][CH:5]=2)[N:3]=[CH:13][C:14]=1[C:15]#[N:16]. The yield is 0.630.